From a dataset of Full USPTO retrosynthesis dataset with 1.9M reactions from patents (1976-2016). Predict the reactants needed to synthesize the given product. (1) The reactants are: C([O:8][CH2:9][C:10]([N:12]1[CH2:17][CH2:16][CH:15]([C:18]2[CH:23]=[CH:22][C:21]([N:24]3[CH2:28][C@H:27]([CH2:29][NH:30][C:31](=[O:33])[CH3:32])[O:26][C:25]3=[O:34])=[CH:20][C:19]=2[F:35])[CH2:14][CH2:13]1)=[O:11])C1C=CC=CC=1. Given the product [OH:8][CH2:9][C:10]([N:12]1[CH2:13][CH2:14][CH:15]([C:18]2[CH:23]=[CH:22][C:21]([N:24]3[CH2:28][C@H:27]([CH2:29][NH:30][C:31](=[O:33])[CH3:32])[O:26][C:25]3=[O:34])=[CH:20][C:19]=2[F:35])[CH2:16][CH2:17]1)=[O:11], predict the reactants needed to synthesize it. (2) Given the product [Cl:1][C:2]1[CH:7]=[C:6]([C:8]2[CH:9]=[CH:10][C:11]([O:14][CH2:15][CH3:16])=[CH:12][CH:13]=2)[N:5]=[C:4]([NH:17][CH:18]=[O:20])[N:3]=1, predict the reactants needed to synthesize it. The reactants are: [Cl:1][C:2]1[CH:7]=[C:6]([C:8]2[CH:13]=[CH:12][C:11]([O:14][CH2:15][CH3:16])=[CH:10][CH:9]=2)[N:5]=[C:4]([NH2:17])[N:3]=1.[C:18](OC(=O)C)(=[O:20])C. (3) Given the product [N:1]1[C:10]2[C:5](=[CH:6][CH:7]=[CH:8][CH:9]=2)[CH:4]=[C:3]([CH:11]=[CH:12][CH2:13][OH:14])[CH:2]=1, predict the reactants needed to synthesize it. The reactants are: [N:1]1[C:10]2[C:5](=[CH:6][CH:7]=[CH:8][CH:9]=2)[CH:4]=[C:3]([CH:11]=[CH:12][C:13]([O-])=[O:14])[CH:2]=1.[H-].C([Al+]CC(C)C)C(C)C. (4) The reactants are: Br[C:2]1[N:7]=[N:6][C:5]([NH2:8])=[N:4][C:3]=1[C:9]1[CH:14]=[CH:13][CH:12]=[CH:11][CH:10]=1.[F:15][C:16]1[CH:17]=[C:18](B(O)O)[CH:19]=[CH:20][CH:21]=1. Given the product [F:15][C:16]1[CH:21]=[C:20]([C:2]2[N:7]=[N:6][C:5]([NH2:8])=[N:4][C:3]=2[C:9]2[CH:14]=[CH:13][CH:12]=[CH:11][CH:10]=2)[CH:19]=[CH:18][CH:17]=1, predict the reactants needed to synthesize it.